Dataset: Acute oral toxicity (LD50) regression data from Zhu et al.. Task: Regression/Classification. Given a drug SMILES string, predict its toxicity properties. Task type varies by dataset: regression for continuous values (e.g., LD50, hERG inhibition percentage) or binary classification for toxic/non-toxic outcomes (e.g., AMES mutagenicity, cardiotoxicity, hepatotoxicity). Dataset: ld50_zhu. (1) The compound is Nc1ccc2c(c1)C(=O)NC(CCCl)O2. The rat oral LD50 is 2.06, given as -log10 of the dose in mol/kg body weight (higher means more acutely toxic). (2) The molecule is CCc1ccc(CCO)nc1. The rat oral LD50 is 1.55, given as -log10 of the dose in mol/kg body weight (higher means more acutely toxic). (3) The molecule is CC1CSC(c2ccccc2OC(=O)N(C)C)S1. The rat oral LD50 is 3.31, given as -log10 of the dose in mol/kg body weight (higher means more acutely toxic). (4) The rat oral LD50 is 3.17, given as -log10 of the dose in mol/kg body weight (higher means more acutely toxic). The compound is CCCCCCCCc1ccc(C(CBr)OCCCC)cc1. (5) The compound is O=C=NCCCCCCNC(=O)N(CCCCCCN=C=O)C(=O)NCCCCCCN=C=O. The rat oral LD50 is 1.38, given as -log10 of the dose in mol/kg body weight (higher means more acutely toxic). (6) The molecule is Cc1cc(C)c(C2=C(OC(=O)C(C)(C)C)c3ccccc3C2=O)c(C)c1. The rat oral LD50 is 1.64, given as -log10 of the dose in mol/kg body weight (higher means more acutely toxic). (7) The drug is CC1(C)CC2(NC(=O)N(CCCN3CCC(O)CC3)C2=O)c2cc(Cl)ccc2O1. The rat oral LD50 is 2.69, given as -log10 of the dose in mol/kg body weight (higher means more acutely toxic). (8) The molecule is C=Cc1ccc(C)nc1. The rat oral LD50 is 2.01, given as -log10 of the dose in mol/kg body weight (higher means more acutely toxic).